Dataset: Catalyst prediction with 721,799 reactions and 888 catalyst types from USPTO. Task: Predict which catalyst facilitates the given reaction. (1) Reactant: [F:1][C:2]1[CH:3]=[C:4]([C@@H:9]2[CH2:11][C@H:10]2[C:12]([OH:14])=O)[CH:5]=[CH:6][C:7]=1[F:8].S(Cl)([Cl:17])=O. Product: [F:1][C:2]1[CH:3]=[C:4]([C@@H:9]2[CH2:11][C@H:10]2[C:12]([Cl:17])=[O:14])[CH:5]=[CH:6][C:7]=1[F:8]. The catalyst class is: 11. (2) Reactant: [CH2:1]([O:4][C:5]1[CH:10]=[CH:9][C:8]([OH:11])=[CH:7][C:6]=1[N:12]1[C:20](=[O:21])[C:19]2[C:14](=[CH:15][CH:16]=[CH:17][CH:18]=2)[C:13]1=[O:22])[CH:2]=[CH2:3].IC.[C:25]([O-])([O-])=O.[K+].[K+]. Product: [CH2:1]([O:4][C:5]1[CH:10]=[CH:9][C:8]([O:11][CH3:25])=[CH:7][C:6]=1[N:12]1[C:13](=[O:22])[C:14]2[C:19](=[CH:18][CH:17]=[CH:16][CH:15]=2)[C:20]1=[O:21])[CH:2]=[CH2:3]. The catalyst class is: 21. (3) Reactant: [H-].[Al+3].[Li+].[H-].[H-].[H-].[N+:7]([CH:10]=[CH:11][C:12]1[CH:17]=[CH:16][C:15]([C:18]([F:21])([F:20])[F:19])=[CH:14][CH:13]=1)([O-])=O.CO.[OH-].[Na+]. Product: [F:19][C:18]([F:20])([F:21])[C:15]1[CH:14]=[CH:13][C:12]([CH2:11][CH2:10][NH2:7])=[CH:17][CH:16]=1. The catalyst class is: 20. (4) Reactant: [Br:1][C:2]1[CH:3]=[C:4]2[C:8](=[CH:9][CH:10]=1)[CH2:7][NH:6][CH2:5]2.C(N(CC)CC)C.[C:18](O[C:18]([O:20][C:21]([CH3:24])([CH3:23])[CH3:22])=[O:19])([O:20][C:21]([CH3:24])([CH3:23])[CH3:22])=[O:19]. Product: [Br:1][C:2]1[CH:3]=[C:4]2[C:8](=[CH:9][CH:10]=1)[CH2:7][N:6]([C:18]([O:20][C:21]([CH3:24])([CH3:23])[CH3:22])=[O:19])[CH2:5]2. The catalyst class is: 4.